This data is from Experimentally validated miRNA-target interactions with 360,000+ pairs, plus equal number of negative samples. The task is: Binary Classification. Given a miRNA mature sequence and a target amino acid sequence, predict their likelihood of interaction. (1) The miRNA is cel-miR-240-3p with sequence UACUGGCCCCCAAAUCUUCGCU. The protein sequence of the target gene is MKRLHPALPSCLLLVLFGIWRTAPQTHASSAGLPPLSATSFLEDLMDRYGKNDSLTLTQLKSLLDHLHVGVGRDNVSQPKEGPRNLSTCFSSGDLFAAHNLSERSQIGASEFQEFCPTILQQLDSQACTSENQKSEENEQTEEGKPSAIEVWGYGFLCVTVISLCSLMGASVVPFMKKTFYKRLLLYFIALAIGTLYSNALFQLIPEAFGFNPQDNYVSKSAVVFGGFYLFFFTEKILKMLLKQKNEHHHGHNHFTSETLPSKKDQEEGVTEKLQNGDLDHMIPQHCNSELDGKAPGTDE.... Result: 0 (no interaction). (2) The miRNA is hsa-miR-4674 with sequence CUGGGCUCGGGACGCGCGGCU. The protein sequence of the target gene is MSGGGTETPVGCEAAPGGGSKKRDSLGTAGSAHLIIKDLGEIHSRLLDHRPVIQGETRYFVKEFEEKRGLREMRVLENLKNMIHETNEHTLPKCRDTMRDSLSQVLQRLQAANDSVCRLQQREQERKKIHSDHLVASEKQHMLQWDNFMKEQPNKRAEVDEEHRKAMERLKEQYAEMEKDLAKFSTF. Result: 0 (no interaction).